Task: Predict the product of the given reaction.. Dataset: Forward reaction prediction with 1.9M reactions from USPTO patents (1976-2016) (1) The product is: [F:1][C:2]1[C:7]2[N:8]=[N:9][S:10][C:6]=2[CH:5]=[C:4]([C:11]([OH:13])=[O:12])[C:3]=1[NH:15][C:16]1[CH:21]=[CH:20][C:19]([I:22])=[CH:18][C:17]=1[F:23]. Given the reactants [F:1][C:2]1[C:7]2[N:8]=[N:9][S:10][C:6]=2[CH:5]=[C:4]([C:11]([O:13]C)=[O:12])[C:3]=1[NH:15][C:16]1[CH:21]=[CH:20][C:19]([I:22])=[CH:18][C:17]=1[F:23].[Li+].[OH-].Cl, predict the reaction product. (2) Given the reactants [Cl:1][C:2]1[C:7]([CH2:8][NH:9][C:10](=[O:15])[C:11]([CH3:14])([CH3:13])[CH3:12])=[CH:6][CH:5]=[C:4]([Cl:16])[C:3]=1[NH:17][C:18]1[NH:22][C:21]2[C:23]([F:36])=[C:24]([O:30][CH2:31][C:32]([F:35])([F:34])[F:33])[C:25]([C:27](O)=[O:28])=[CH:26][C:20]=2[N:19]=1.CN(C(ON1N=NC2C=CC=CC1=2)=[N+](C)C)C.[B-](F)(F)(F)F.CCN(C(C)C)C(C)C.[F:68][C:69]([F:78])([F:77])[C@H:70]1[CH2:75][CH2:74][C@H:73]([NH2:76])[CH2:72][CH2:71]1, predict the reaction product. The product is: [F:68][C:69]([F:77])([F:78])[C@H:70]1[CH2:71][CH2:72][C@H:73]([NH:76][C:27]([C:25]2[C:24]([O:30][CH2:31][C:32]([F:35])([F:34])[F:33])=[C:23]([F:36])[C:21]3[NH:22][C:18]([NH:17][C:3]4[C:4]([Cl:16])=[CH:5][CH:6]=[C:7]([CH2:8][NH:9][C:10](=[O:15])[C:11]([CH3:13])([CH3:14])[CH3:12])[C:2]=4[Cl:1])=[N:19][C:20]=3[CH:26]=2)=[O:28])[CH2:74][CH2:75]1. (3) The product is: [C:1]1([C:7]2[CH:8]=[C:9]3[N:14]([CH:15]=2)[CH2:13][CH2:12][CH2:11][CH2:10]3)[CH:2]=[CH:3][CH:4]=[CH:5][CH:6]=1. Given the reactants [C:1]1([C:7]2[CH:8]=[C:9]3[N:14]([CH:15]=2)[CH:13]=[CH:12][CH:11]=[CH:10]3)[CH:6]=[CH:5][CH:4]=[CH:3][CH:2]=1, predict the reaction product.